Dataset: Forward reaction prediction with 1.9M reactions from USPTO patents (1976-2016). Task: Predict the product of the given reaction. (1) Given the reactants C1N=CN(C(N2C=NC=C2)=O)C=1.[S:13]1[C:17]2[CH:18]=[CH:19][C:20]([C:22]([OH:24])=O)=[CH:21][C:16]=2[N:15]=[N:14]1.Cl.[NH:26]1[CH2:31][CH2:30][C:29](=[O:32])[CH2:28][CH2:27]1.C(N(CC)CC)C, predict the reaction product. The product is: [S:13]1[C:17]2[CH:18]=[CH:19][C:20]([C:22]([N:26]3[CH2:31][CH2:30][C:29](=[O:32])[CH2:28][CH2:27]3)=[O:24])=[CH:21][C:16]=2[N:15]=[N:14]1. (2) Given the reactants [F:1][C:2]1[CH:7]=[CH:6][C:5]([C:8](=O)[CH2:9][C:10](=O)[CH3:11])=[CH:4][CH:3]=1.FC(F)(F)C(O)=O.[NH:21]([CH2:23][C:24]1[CH:29]=[CH:28][N:27]=[CH:26][CH:25]=1)[NH2:22].C(N(CC)CC)C.FC(F)(F)C(O)=O, predict the reaction product. The product is: [F:1][C:2]1[CH:7]=[CH:6][C:5]([C:8]2[N:21]([CH2:23][C:24]3[CH:29]=[CH:28][N:27]=[CH:26][CH:25]=3)[N:22]=[C:10]([CH3:11])[CH:9]=2)=[CH:4][CH:3]=1.